Task: Predict which catalyst facilitates the given reaction.. Dataset: Catalyst prediction with 721,799 reactions and 888 catalyst types from USPTO (1) Reactant: [C:1]1([C:3](=[CH:5][CH:6]=[CH:7][CH:8]=1)[OH:4])[OH:2].C([O-])(=O)C.[In+3:13].C([O-])(=O)C.C([O-])(=O)C. Product: [C:1]1([C:3](=[CH:5][CH:6]=[CH:7][CH:8]=1)[O-:4])[O-:2].[In+3:13].[C:1]1([C:3](=[CH:5][CH:6]=[CH:7][CH:8]=1)[O-:4])[O-:2].[C:1]1([C:3](=[CH:5][CH:6]=[CH:7][CH:8]=1)[O-:4])[O-:2].[In+3:13]. The catalyst class is: 113. (2) Reactant: [O:1]1[CH2:3][C@H:2]1[CH2:4][O:5][C:6]1[CH:11]=[CH:10][C:9]([NH:12][C:13]([NH2:15])=[O:14])=[CH:8][CH:7]=1.[C:16]1([N:22]2[CH2:27][CH2:26][NH:25][CH2:24][CH2:23]2)[CH:21]=[CH:20][CH:19]=[CH:18][CH:17]=1. Product: [OH:1][C@@H:2]([CH2:3][N:25]1[CH2:26][CH2:27][N:22]([C:16]2[CH:21]=[CH:20][CH:19]=[CH:18][CH:17]=2)[CH2:23][CH2:24]1)[CH2:4][O:5][C:6]1[CH:11]=[CH:10][C:9]([NH:12][C:13]([NH2:15])=[O:14])=[CH:8][CH:7]=1. The catalyst class is: 8. (3) Reactant: Br[C:2]1[CH:7]=[CH:6][C:5]([F:8])=[CH:4][N:3]=1.C([Li])CCC.CN([CH:17]=[O:18])C.[Cl-].[NH4+]. Product: [F:8][C:5]1[CH:6]=[CH:7][C:2]([CH:17]=[O:18])=[N:3][CH:4]=1. The catalyst class is: 11. (4) Reactant: [F:1][C:2]1[CH:19]=[CH:18][C:5]([CH2:6][C:7]2[C:16]3[C:11](=[CH:12][CH:13]=[CH:14][CH:15]=3)[C:10](=O)[NH:9][N:8]=2)=[CH:4][CH:3]=1.P(Cl)(Cl)([Cl:22])=O. Product: [Cl:22][C:10]1[C:11]2[C:16](=[CH:15][CH:14]=[CH:13][CH:12]=2)[C:7]([CH2:6][C:5]2[CH:18]=[CH:19][C:2]([F:1])=[CH:3][CH:4]=2)=[N:8][N:9]=1. The catalyst class is: 11.